From a dataset of Catalyst prediction with 721,799 reactions and 888 catalyst types from USPTO. Predict which catalyst facilitates the given reaction. (1) Reactant: [NH2:1][C:2]1[CH:11]=[CH:10][C:5]([C:6]([O:8][CH3:9])=[O:7])=[C:4]([O:12][CH3:13])[CH:3]=1.[CH3:14][C:15]1([CH3:31])[C:19]([CH3:21])([CH3:20])[O:18][B:17]([C:22]2[CH:23]=[C:24]([CH:28]=[CH:29][CH:30]=2)[C:25](O)=[O:26])[O:16]1.CCN=C=NCCCN(C)C.O. Product: [CH3:13][O:12][C:4]1[CH:3]=[C:2]([NH:1][C:25](=[O:26])[C:24]2[CH:28]=[CH:29][CH:30]=[C:22]([B:17]3[O:18][C:19]([CH3:20])([CH3:21])[C:15]([CH3:31])([CH3:14])[O:16]3)[CH:23]=2)[CH:11]=[CH:10][C:5]=1[C:6]([O:8][CH3:9])=[O:7]. The catalyst class is: 241. (2) Reactant: [C:1]([O:5][C:6]([N:8]1[CH2:15][C:14]2[C:10](=[N:11][NH:12][C:13]=2[NH2:16])[CH2:9]1)=[O:7])([CH3:4])([CH3:3])[CH3:2].[Cl:17][CH:18]([CH:21]=O)[CH:19]=O. Product: [C:1]([O:5][C:6]([N:8]1[CH2:15][C:14]2=[C:13]3[N:12]([N:11]=[C:10]2[CH2:9]1)[CH:21]=[C:18]([Cl:17])[CH:19]=[N:16]3)=[O:7])([CH3:4])([CH3:2])[CH3:3]. The catalyst class is: 313. (3) Reactant: [Cl:1][C:2]1[CH:3]=[C:4]([CH:8]([NH:10][C:11]2[CH:16]=[C:15](F)[CH:14]=[CH:13][C:12]=2[N+:18]([O-:20])=[O:19])[CH3:9])[CH:5]=[CH:6][CH:7]=1.[N:21]1(C(OC(C)(C)C)=O)[CH2:26][CH2:25][NH:24][CH2:23][CH2:22]1.C(N(CC)C(C)C)(C)C. Product: [ClH:1].[Cl:1][C:2]1[CH:3]=[C:4]([CH:8]([NH:10][C:11]2[CH:16]=[C:15]([N:21]3[CH2:26][CH2:25][NH:24][CH2:23][CH2:22]3)[CH:14]=[CH:13][C:12]=2[N+:18]([O-:20])=[O:19])[CH3:9])[CH:5]=[CH:6][CH:7]=1. The catalyst class is: 10. (4) Reactant: [NH2:1][C:2]1[N:10]=[C:9]2[C:5]([N:6]([CH3:23])[C:7](=[O:22])[N:8]2[CH2:11][C:12]2[CH:17]=[CH:16][C:15]([O:18][CH3:19])=[C:14]([O:20][CH3:21])[CH:13]=2)=[C:4]([NH:24][NH2:25])[N:3]=1.C1C=CC2N([OH:35])N=NC=2C=1.CN1[CH2:42][CH2:41][O:40]CC1.CCN=C=N[CH2:48][CH2:49][CH2:50]N(C)C.Cl. Product: [NH2:1][C:2]1[N:10]=[C:9]2[C:5]([N:6]([CH3:23])[C:7](=[O:22])[N:8]2[CH2:11][C:12]2[CH:17]=[CH:16][C:15]([O:18][CH3:19])=[C:14]([O:20][CH3:21])[CH:13]=2)=[C:4]([NH:24][NH:25][C:41]([C:42]2[O:35][CH:50]=[CH:49][CH:48]=2)=[O:40])[N:3]=1. The catalyst class is: 35. (5) Reactant: [NH2:1][C:2]1[CH:3]=[CH:4][C:5]2[O:35][CH2:34][CH2:33][C@@H:9]3[S:10](=[O:32])(=[O:31])[C:11]([CH3:30])([CH3:29])[C:12]([N:14]([C:22]([O:24][C:25]([CH3:28])([CH3:27])[CH3:26])=[O:23])[C:15](=[O:21])[O:16][C:17]([CH3:20])([CH3:19])[CH3:18])=[N:13][C@:8]3([CH2:36][F:37])[C:6]=2[CH:7]=1.[C:38]([C:40]1[CH:41]=[C:42]([CH3:49])[C:43]([C:46](O)=[O:47])=[N:44][CH:45]=1)#[N:39].CCN(C(C)C)C(C)C.CCCP1(OP(CCC)(=O)OP(CCC)(=O)O1)=O. Product: [C:38]([C:40]1[CH:41]=[C:42]([CH3:49])[C:43]([C:46]([NH:1][C:2]2[CH:3]=[CH:4][C:5]3[O:35][CH2:34][CH2:33][C@@H:9]4[S:10](=[O:32])(=[O:31])[C:11]([CH3:29])([CH3:30])[C:12]([N:14]([C:22]([O:24][C:25]([CH3:27])([CH3:28])[CH3:26])=[O:23])[C:15](=[O:21])[O:16][C:17]([CH3:18])([CH3:19])[CH3:20])=[N:13][C@:8]4([CH2:36][F:37])[C:6]=3[CH:7]=2)=[O:47])=[N:44][CH:45]=1)#[N:39]. The catalyst class is: 326. (6) Product: [CH3:1][O:2][C:3]([C:5]1[S:9][C:8]2[C:10]([Br:16])=[CH:11][CH:12]=[C:13]([O:14][CH3:15])[C:7]=2[CH:6]=1)=[O:4]. Reactant: [CH3:1][O:2][C:3]([C:5]1[S:9][C:8]2[CH:10]=[CH:11][CH:12]=[C:13]([O:14][CH3:15])[C:7]=2[CH:6]=1)=[O:4].[Br:16]Br. The catalyst class is: 22. (7) Reactant: [CH2:1]([O:3][C:4](=[O:29])[C@@H:5](C1C=NC(OC)=CC=1)[CH2:6][N:7]([CH3:20])S(C1C=CC([N+]([O-])=O)=CC=1)(=O)=O)[CH3:2].C([N:32]([CH2:35][CH3:36])[CH2:33][CH3:34])C.SC[C:39](O)=[O:40].[CH2:42](Cl)Cl. The catalyst class is: 25. Product: [CH2:1]([O:3][C:4](=[O:29])[CH2:5][C@@H:6]([C:36]1[CH:35]=[N:32][C:33]([O:40][CH3:39])=[CH:34][CH:42]=1)[NH:7][CH3:20])[CH3:2]. (8) Reactant: [F:1][C:2]1[N:7]=[CH:6][C:5]([C:8]2([CH:14]=[O:15])[CH2:13][CH2:12][O:11][CH2:10][CH2:9]2)=[CH:4][CH:3]=1.[BH4-].[Na+]. Product: [F:1][C:2]1[N:7]=[CH:6][C:5]([C:8]2([CH2:14][OH:15])[CH2:9][CH2:10][O:11][CH2:12][CH2:13]2)=[CH:4][CH:3]=1. The catalyst class is: 5.